From a dataset of Reaction yield outcomes from USPTO patents with 853,638 reactions. Predict the reaction yield, written as a fraction of the theoretical maximum amount of product (1.0 means a 100% yield; for example, 0.34 means a 34% yield). (1) The reactants are [C:1]([NH:9][C:10]1[CH:15]=[CH:14][C:13]([CH:16]2[C:25]([CH3:27])([CH3:26])[CH2:24][C:23]3[C:18](=[CH:19][CH:20]=[C:21]([C:28]([O:30]C)=[O:29])[CH:22]=3)[NH:17]2)=[CH:12][CH:11]=1)(=[O:8])[C:2]1[CH:7]=[CH:6][CH:5]=[CH:4][CH:3]=1.[OH-].[Na+]. The catalyst is CO. The product is [C:1]([NH:9][C:10]1[CH:11]=[CH:12][C:13]([CH:16]2[C:25]([CH3:27])([CH3:26])[CH2:24][C:23]3[C:18](=[CH:19][CH:20]=[C:21]([C:28]([OH:30])=[O:29])[CH:22]=3)[NH:17]2)=[CH:14][CH:15]=1)(=[O:8])[C:2]1[CH:7]=[CH:6][CH:5]=[CH:4][CH:3]=1. The yield is 0.800. (2) The reactants are [C:1]1([C:22]2[CH:27]=[CH:26][CH:25]=[CH:24][CH:23]=2)[CH:6]=[CH:5][C:4]([C:7]2[N:8]=[C:9](/[CH:12]=[CH:13]/[C:14]3[CH:19]=[CH:18][C:17]([O:20][CH3:21])=[CH:16][CH:15]=3)[NH:10][CH:11]=2)=[CH:3][CH:2]=1.Br[CH2:29][C:30]([O:32][CH3:33])=[O:31]. No catalyst specified. The product is [CH3:33][O:32][C:30](=[O:31])[CH2:29][N:10]1[CH:11]=[C:7]([C:4]2[CH:5]=[CH:6][C:1]([C:22]3[CH:23]=[CH:24][CH:25]=[CH:26][CH:27]=3)=[CH:2][CH:3]=2)[N:8]=[C:9]1/[CH:12]=[CH:13]/[C:14]1[CH:19]=[CH:18][C:17]([O:20][CH3:21])=[CH:16][CH:15]=1. The yield is 0.880.